From a dataset of CYP2C19 inhibition data for predicting drug metabolism from PubChem BioAssay. Regression/Classification. Given a drug SMILES string, predict its absorption, distribution, metabolism, or excretion properties. Task type varies by dataset: regression for continuous measurements (e.g., permeability, clearance, half-life) or binary classification for categorical outcomes (e.g., BBB penetration, CYP inhibition). Dataset: cyp2c19_veith. (1) The compound is Cc1sc2nc(SCc3ccccc3)n(Cc3ccco3)c(=O)c2c1C. The result is 1 (inhibitor). (2) The molecule is CCCc1cc(C(=O)Cc2nc3ccccc3s2)c(O)cc1O. The result is 1 (inhibitor). (3) The molecule is COc1ccc(-c2cc(C3CCN(c4ccc(C(C)=O)cc4[N+](=O)[O-])CC3)[nH]n2)cc1. The result is 1 (inhibitor). (4) The compound is Cc1cccc(C)c1NC(=O)CN1CCN(CCCC(c2ccc(F)cc2)c2ccc(F)cc2)CC1. The result is 0 (non-inhibitor). (5) The drug is CN1CCN(c2ncc3nc(-c4ccc(Cl)cc4)c(=O)n(Cc4ccc(F)cc4)c3n2)CC1. The result is 0 (non-inhibitor). (6) The compound is COc1ccc(S(=O)(=O)N2CCCN(CC(=O)Nc3ccc(OC)c(Cl)c3)CC2)cc1. The result is 1 (inhibitor).